From a dataset of Reaction yield outcomes from USPTO patents with 853,638 reactions. Predict the reaction yield, written as a fraction of the theoretical maximum amount of product (1.0 means a 100% yield; for example, 0.34 means a 34% yield). (1) The reactants are [CH3:1][O:2][C:3]1[CH:4]=[CH:5][C:6]2[C:10]([O:11][C:12]3[CH:17]=[CH:16][C:15]([O:18][CH2:19][CH2:20][N:21]4[CH2:26][CH2:25][CH2:24][CH2:23][CH2:22]4)=[CH:14][CH:13]=3)=[C:9]([C:27]3[CH:28]=[C:29]4[C:33](=[CH:34][CH:35]=3)[C:32](=[O:36])[O:31][CH2:30]4)[S:8][C:7]=2[CH:37]=1.[ClH:38].C(OCC)C. The catalyst is ClCCl. The product is [ClH:38].[CH3:1][O:2][C:3]1[CH:4]=[CH:5][C:6]2[C:10]([O:11][C:12]3[CH:13]=[CH:14][C:15]([O:18][CH2:19][CH2:20][N:21]4[CH2:22][CH2:23][CH2:24][CH2:25][CH2:26]4)=[CH:16][CH:17]=3)=[C:9]([C:27]3[CH:28]=[C:29]4[C:33](=[CH:34][CH:35]=3)[C:32](=[O:36])[O:31][CH2:30]4)[S:8][C:7]=2[CH:37]=1. The yield is 0.990. (2) The reactants are [NH:1]1[C:9]2[C:4](=[CH:5][C:6]([O:10][C:11]3[C:20]4[C:15](=[CH:16][C:17]([O:23][CH2:24][C@H:25]5[CH2:27][O:26]5)=[C:18]([O:21][CH3:22])[CH:19]=4)[N:14]=[CH:13][N:12]=3)=[CH:7][CH:8]=2)[CH:3]=[CH:2]1.[NH:28]1[CH2:33][CH2:32][O:31][CH2:30][CH2:29]1. No catalyst specified. The yield is 0.850. The product is [OH:26][C@H:25]([CH2:27][N:28]1[CH2:33][CH2:32][O:31][CH2:30][CH2:29]1)[CH2:24][O:23][C:17]1[CH:16]=[C:15]2[C:20]([C:11]([O:10][C:6]3[CH:5]=[C:4]4[C:9](=[CH:8][CH:7]=3)[NH:1][CH:2]=[CH:3]4)=[N:12][CH:13]=[N:14]2)=[CH:19][C:18]=1[O:21][CH3:22]. (3) The reactants are Br[C:2]1[N:6]([CH2:7][C:8]2[CH:13]=[CH:12][C:11]([O:14][CH3:15])=[CH:10][CH:9]=2)[N:5]=[CH:4][N:3]=1.[Cl:16][C:17]1[CH:18]=[C:19]([CH:21]=[C:22]([Cl:25])[C:23]=1[Cl:24])[NH2:20].CC([O-])(C)C.[Na+]. The catalyst is CN(C=O)C. The product is [CH3:15][O:14][C:11]1[CH:12]=[CH:13][C:8]([CH2:7][N:6]2[C:2]([NH:20][C:19]3[CH:18]=[C:17]([Cl:16])[C:23]([Cl:24])=[C:22]([Cl:25])[CH:21]=3)=[N:3][CH:4]=[N:5]2)=[CH:9][CH:10]=1. The yield is 0.210. (4) The yield is 1.00. The catalyst is ClCCl. The product is [F:37][C:34]1[CH:35]=[CH:36][C:31]([CH2:30][N:27]2[C:28](=[O:29])[C:24]3[C:23]([OH:38])=[C:22]4[C:17]([CH:18]=[CH:19][CH:20]=[N:21]4)=[C:16]([C:14]([N:11]4[CH2:12][CH2:13][NH:8][CH2:9][CH2:10]4)=[O:15])[C:25]=3[CH2:26]2)=[CH:32][CH:33]=1. The reactants are C(OC([N:8]1[CH2:13][CH2:12][N:11]([C:14]([C:16]2[C:17]3[CH:18]=[CH:19][CH:20]=[N:21][C:22]=3[C:23]([O:38]C(C3C=CC=CC=3)C3C=CC=CC=3)=[C:24]3[C:28](=[O:29])[N:27]([CH2:30][C:31]4[CH:36]=[CH:35][C:34]([F:37])=[CH:33][CH:32]=4)[CH2:26][C:25]=23)=[O:15])[CH2:10][CH2:9]1)=O)(C)(C)C.C([SiH](CC)CC)C.FC(F)(F)C(O)=O. (5) The reactants are [CH3:1][S:2](Cl)(=[O:4])=[O:3].[C:6]1([C:12]([C:22]2[CH:27]=[CH:26][CH:25]=[CH:24][CH:23]=2)=[N:13][NH:14][C:15](=[O:21])[CH2:16][CH2:17][CH:18]([OH:20])[CH3:19])[CH:11]=[CH:10][CH:9]=[CH:8][CH:7]=1.N1C=CC=CC=1.C(OCC)(=O)C.O. The catalyst is ClCCl. The product is [CH3:1][S:2]([O:20][CH:18]([CH2:17][CH2:16][C:15]([NH:14][N:13]=[C:12]([C:22]1[CH:27]=[CH:26][CH:25]=[CH:24][CH:23]=1)[C:6]1[CH:7]=[CH:8][CH:9]=[CH:10][CH:11]=1)=[O:21])[CH3:19])(=[O:4])=[O:3]. The yield is 0.440. (6) The reactants are [CH:1]1([C:4]2[N:5]=[C:6]3[C:12]([C:13](O)=[O:14])=[CH:11][N:10]([CH2:16][O:17][CH2:18][CH2:19][Si:20]([CH3:23])([CH3:22])[CH3:21])[C:7]3=[N:8][CH:9]=2)[CH2:3][CH2:2]1.[NH2:24][CH2:25][CH:26]1[CH2:31][CH2:30][CH2:29][N:28]([C:32]([O:34][C:35]([CH3:38])([CH3:37])[CH3:36])=[O:33])[CH2:27]1.C1C=CC2N(O)N=NC=2C=1.C(Cl)CCl.C(N(CC)C(C)C)(C)C. The catalyst is CN(C=O)C. The product is [C:35]([O:34][C:32]([N:28]1[CH2:29][CH2:30][CH2:31][CH:26]([CH2:25][NH:24][C:13]([C:12]2[C:6]3[C:7](=[N:8][CH:9]=[C:4]([CH:1]4[CH2:3][CH2:2]4)[N:5]=3)[N:10]([CH2:16][O:17][CH2:18][CH2:19][Si:20]([CH3:21])([CH3:23])[CH3:22])[CH:11]=2)=[O:14])[CH2:27]1)=[O:33])([CH3:38])([CH3:37])[CH3:36]. The yield is 0.990. (7) The product is [N:47]12[CH2:54][CH2:53][CH:50]([CH2:51][CH2:52]1)[C@@H:49]([O:29][C:28](=[O:30])[CH:27]([NH:26][C:21]1[CH:22]=[CH:23][CH:24]=[CH:25][C:20]=1[C:17](=[O:19])[CH3:18])[C:31]1[CH:36]=[CH:35][CH:34]=[CH:33][CH:32]=1)[CH2:48]2. The yield is 1.00. The reactants are C1CCC(N=C=NC2CCCCC2)CC1.Cl.[C:17]([C:20]1[CH:25]=[CH:24][CH:23]=[CH:22][C:21]=1[NH:26][CH:27]([C:31]1[CH:36]=[CH:35][CH:34]=[CH:33][CH:32]=1)[C:28]([OH:30])=[O:29])(=[O:19])[CH3:18].C1C=CC2N(O)N=NC=2C=1.[N:47]12[CH2:54][CH2:53][CH:50]([CH2:51][CH2:52]1)[C@@H:49](O)[CH2:48]2. The catalyst is C1COCC1. (8) The reactants are [Li+].[OH-].C([O:5][C:6]([C:8]1[NH:9][C:10]([C:13]2[CH:18]=[CH:17][CH:16]=[CH:15][CH:14]=2)=[CH:11][CH:12]=1)=[O:7])C.O.Cl. The catalyst is C1COCC1.CO.O. The product is [C:13]1([C:10]2[NH:9][C:8]([C:6]([OH:7])=[O:5])=[CH:12][CH:11]=2)[CH:14]=[CH:15][CH:16]=[CH:17][CH:18]=1. The yield is 0.638.